Task: Predict the reactants needed to synthesize the given product.. Dataset: Full USPTO retrosynthesis dataset with 1.9M reactions from patents (1976-2016) (1) Given the product [F:1][C:2]([F:14])([F:13])[C:3]1[N:8]2[CH:9]=[CH:10][N:11]=[CH:12][C:7]2=[N:6][N:5]=1, predict the reactants needed to synthesize it. The reactants are: [F:1][C:2]([F:14])([F:13])[C:3]([NH:5][NH:6][C:7]1[CH:12]=[N:11][CH:10]=[CH:9][N:8]=1)=O.[NH4+].[OH-]. (2) Given the product [CH:22]([O:25][C:26](=[O:30])[C@@H:27]([NH:28][P:16]([O:1][C:2]1[CH:3]=[CH:4][C:5]([C:8]2[CH:13]=[CH:12][C:11]([F:14])=[C:10]([CH3:15])[CH:9]=2)=[CH:6][CH:7]=1)([O:51][CH2:50][C@@H:47]1[C@@H:48]([OH:49])[C@:44]([F:43])([CH3:60])[C@H:45]([N:52]2[CH:59]=[CH:58][C:56](=[O:57])[NH:55][C:53]2=[O:54])[O:46]1)=[O:17])[CH3:29])([CH3:24])[CH3:23], predict the reactants needed to synthesize it. The reactants are: [OH:1][C:2]1[CH:7]=[CH:6][C:5]([C:8]2[CH:13]=[CH:12][C:11]([F:14])=[C:10]([CH3:15])[CH:9]=2)=[CH:4][CH:3]=1.[P:16](Cl)(Cl)(Cl)=[O:17].Cl.[CH:22]([O:25][C:26](=[O:30])[C@H:27]([CH3:29])[NH2:28])([CH3:24])[CH3:23].FC1C(O)=C(F)C(F)=C(F)C=1F.[F:43][C@:44]1([CH3:60])[C@H:48]([OH:49])[C@@H:47]([CH2:50][OH:51])[O:46][C@H:45]1[N:52]1[CH:59]=[CH:58][C:56](=[O:57])[NH:55][C:53]1=[O:54]. (3) Given the product [Cl:1][C:2]1[CH:27]=[CH:26][C:5]2[C:6](=[O:25])[N:7]=[C:8]([C:10]3[N:15]=[C:14]([CH2:16][CH2:17][C:18]([O:20][CH2:28][CH2:29][CH3:30])=[O:19])[CH:13]=[C:12]([S:21]([CH3:24])(=[O:22])=[O:23])[CH:11]=3)[S:9][C:4]=2[CH:3]=1, predict the reactants needed to synthesize it. The reactants are: [Cl:1][C:2]1[CH:27]=[CH:26][C:5]2[C:6](=[O:25])[N:7]=[C:8]([C:10]3[N:15]=[C:14]([CH2:16][CH2:17][C:18]([OH:20])=[O:19])[CH:13]=[C:12]([S:21]([CH3:24])(=[O:23])=[O:22])[CH:11]=3)[S:9][C:4]=2[CH:3]=1.[CH2:28](O)[CH2:29][CH3:30].C1C=CC2N(O)N=NC=2C=1.O.CCN=C=NCCCN(C)C. (4) Given the product [CH:41]1([O:30][C:25]2[CH:26]=[CH:27][CH:28]=[CH:29][C:24]=2[C:22]([N:19]2[CH2:20][CH2:21][CH:16]([N:14]3[C:13](=[O:31])[C:12]([CH3:33])([CH3:32])[C:11]([C:5]4[CH:6]=[CH:7][C:8]([O:9][CH3:10])=[C:3]([O:2][CH3:1])[CH:4]=4)=[N:15]3)[CH2:17][CH2:18]2)=[O:23])[CH2:45][CH2:44][CH2:43][CH2:42]1, predict the reactants needed to synthesize it. The reactants are: [CH3:1][O:2][C:3]1[CH:4]=[C:5]([C:11]2[C:12]([CH3:33])([CH3:32])[C:13](=[O:31])[N:14]([CH:16]3[CH2:21][CH2:20][N:19]([C:22]([C:24]4[CH:29]=[CH:28][CH:27]=[CH:26][C:25]=4[OH:30])=[O:23])[CH2:18][CH2:17]3)[N:15]=2)[CH:6]=[CH:7][C:8]=1[O:9][CH3:10].C(=O)([O-])[O-].[K+].[K+].I[CH:41]1[CH2:45][CH2:44][CH2:43][CH2:42]1. (5) The reactants are: [F:1][C:2]1[C:7]([F:8])=[CH:6][C:5]([CH:9]=[CH:10]N(C)C)=[C:4]([N+:14]([O-])=O)[CH:3]=1. Given the product [F:8][C:7]1[CH:6]=[C:5]2[C:4](=[CH:3][C:2]=1[F:1])[NH:14][CH:10]=[CH:9]2, predict the reactants needed to synthesize it.